This data is from Forward reaction prediction with 1.9M reactions from USPTO patents (1976-2016). The task is: Predict the product of the given reaction. (1) Given the reactants CO[C:3]1[CH:4]=[C:5](OC)[N:6]=[C:7]([O:9][C:10]2[CH:11]=[CH:12][CH:13]=[C:14](OC3N=C(OC)C=C(OC)N=3)[C:15]=2[C:16]([OH:18])=[O:17])[N:8]=1.C/C(/C1C=CC=C(OC2N=C(OC)C=C(OC)N=2)C=1C(O)=O)=N\OC, predict the reaction product. The product is: [N:6]1[CH:5]=[CH:4][CH:3]=[N:8][C:7]=1[O:9][C:10]1[CH:11]=[CH:12][CH:13]=[CH:14][C:15]=1[C:16]([OH:18])=[O:17]. (2) Given the reactants [CH3:1][N:2]1[C:6](B2OC(C)(C)C(C)(C)O2)=[CH:5][CH:4]=[N:3]1.Br[C:17]1[CH:18]=[C:19]([CH:21]=[CH:22][CH:23]=1)[NH2:20].[O-]P([O-])([O-])=O.[K+].[K+].[K+].C1(P(C2CCCCC2)C2CCCCC2)CCCCC1, predict the reaction product. The product is: [CH3:1][N:2]1[C:6]([C:17]2[CH:18]=[C:19]([NH2:20])[CH:21]=[CH:22][CH:23]=2)=[CH:5][CH:4]=[N:3]1. (3) Given the reactants [NH2:1][C:2]1[CH:7]=[C:6]([Cl:8])[C:5]([O:9][CH3:10])=[CH:4][C:3]=1[CH2:11][CH:12](O)[CH:13]([CH3:16])[CH2:14][CH3:15].C(=O)([O-])[O-].[K+].[K+].BrC1C(C)=CC(C)=CC=1C.CN(C)C=O, predict the reaction product. The product is: [Cl:8][C:6]1[CH:7]=[C:2]2[C:3]([CH:11]=[C:12]([CH:13]([CH3:16])[CH2:14][CH3:15])[NH:1]2)=[CH:4][C:5]=1[O:9][CH3:10]. (4) Given the reactants [OH:1][CH2:2][C@H:3]1[O:7][C:6](=[O:8])[CH2:5][CH2:4]1.[C:9]1([CH3:19])[CH:14]=[CH:13][C:12]([S:15](Cl)(=[O:17])=[O:16])=[CH:11][CH:10]=1.N1C=CC=CC=1.Cl, predict the reaction product. The product is: [CH3:19][C:9]1[CH:14]=[CH:13][C:12]([S:15]([O:1][CH2:2][C@@H:3]2[CH2:4][CH2:5][C:6](=[O:8])[O:7]2)(=[O:17])=[O:16])=[CH:11][CH:10]=1. (5) Given the reactants [C:1]([O:5][C@@H:6]([C:12]1[C:13]([CH3:43])=[N:14][C:15]2[N:16]([N:30]=[C:31]([NH:33]C(OCC[Si](C)(C)C)=O)[CH:32]=2)[C:17]=1[C:18]1[C:19]([CH3:29])=[C:20]2[C:25](=[C:26]([F:28])[CH:27]=1)[O:24][CH2:23][CH2:22][CH2:21]2)[C:7]([O:9][CH2:10][CH3:11])=[O:8])([CH3:4])([CH3:3])[CH3:2].CCCC[N+](CCCC)(CCCC)CCCC.[F-], predict the reaction product. The product is: [NH2:33][C:31]1[CH:32]=[C:15]2[N:14]=[C:13]([CH3:43])[C:12]([C@H:6]([O:5][C:1]([CH3:3])([CH3:2])[CH3:4])[C:7]([O:9][CH2:10][CH3:11])=[O:8])=[C:17]([C:18]3[C:19]([CH3:29])=[C:20]4[C:25](=[C:26]([F:28])[CH:27]=3)[O:24][CH2:23][CH2:22][CH2:21]4)[N:16]2[N:30]=1. (6) Given the reactants [CH3:1][S:2]([CH2:5][CH2:6][CH2:7][C:8](Cl)=[O:9])(=[O:4])=[O:3].[C:11]([O:15][C:16](=[O:44])[NH:17][C:18]([C:20]1[S:21][C:22]([S:42][CH3:43])=[C:23]([S:25]([C:28]2[CH:29]=[C:30]([C:34]3[C:39]([CH3:40])=[CH:38][CH:37]=[CH:36][C:35]=3[NH2:41])[CH:31]=[CH:32][CH:33]=2)(=[O:27])=[O:26])[CH:24]=1)=[NH:19])([CH3:14])([CH3:13])[CH3:12].C(N(CC)CC)C, predict the reaction product. The product is: [C:11]([O:15][C:16](=[O:44])[NH:17][C:18](=[NH:19])[C:20]1[S:21][C:22]([S:42][CH3:43])=[C:23]([S:25]([C:28]2[CH:29]=[C:30]([C:34]3[C:39]([CH3:40])=[CH:38][CH:37]=[CH:36][C:35]=3[NH:41][C:8](=[O:9])[CH2:7][CH2:6][CH2:5][S:2]([CH3:1])(=[O:4])=[O:3])[CH:31]=[CH:32][CH:33]=2)(=[O:26])=[O:27])[CH:24]=1)([CH3:12])([CH3:14])[CH3:13]. (7) The product is: [NH2:23][C@H:20]1[CH2:19][CH2:18][C@H:17]([NH:16][C:15]2[C:14]3[C:9](=[CH:10][CH:11]=[C:12]([C:31]4[CH:36]=[CH:35][C:34]([OH:37])=[CH:33][CH:32]=4)[CH:13]=3)[N:8]=[CH:7][C:6]=2[C:4]([CH:1]2[CH2:2][CH2:3]2)=[O:5])[CH2:22][CH2:21]1. Given the reactants [CH:1]1([C:4]([C:6]2[CH:7]=[N:8][C:9]3[C:14]([C:15]=2[NH:16][C@H:17]2[CH2:22][CH2:21][C@H:20]([NH:23]C(=O)OC(C)(C)C)[CH2:19][CH2:18]2)=[CH:13][C:12]([C:31]2[CH:36]=[CH:35][C:34]([OH:37])=[CH:33][CH:32]=2)=[CH:11][CH:10]=3)=[O:5])[CH2:3][CH2:2]1.C(O)(C(F)(F)F)=O, predict the reaction product.